This data is from Full USPTO retrosynthesis dataset with 1.9M reactions from patents (1976-2016). The task is: Predict the reactants needed to synthesize the given product. (1) Given the product [CH:9]1([N:6]2[C:7](=[O:8])[C:2]([N:18]3[CH:22]=[CH:21][CH:20]=[N:19]3)=[CH:3][C:4]([C:14]([O:16][CH3:17])=[O:15])=[CH:5]2)[CH2:13][CH2:12][CH2:11][CH2:10]1, predict the reactants needed to synthesize it. The reactants are: Br[C:2]1[C:7](=[O:8])[N:6]([CH:9]2[CH2:13][CH2:12][CH2:11][CH2:10]2)[CH:5]=[C:4]([C:14]([O:16][CH3:17])=[O:15])[CH:3]=1.[NH:18]1[CH:22]=[CH:21][CH:20]=[N:19]1.C([O-])([O-])=O.[K+].[K+]. (2) Given the product [CH3:1][C@H:2]1[CH2:7][N:6]([C:8]([N:10]2[CH2:11][CH2:12][S:13](=[O:30])[CH2:14][CH2:15]2)=[O:9])[C@H:5]([CH3:16])[CH2:4][N:3]1[C:17]1[CH:24]=[CH:23][C:20]([C:21]#[N:22])=[C:19]([C:25]([F:27])([F:28])[F:26])[CH:18]=1, predict the reactants needed to synthesize it. The reactants are: [CH3:1][CH:2]1[CH2:7][N:6]([C:8]([N:10]2[CH2:15][CH2:14][S:13][CH2:12][CH2:11]2)=[O:9])[CH:5]([CH3:16])[CH2:4][N:3]1[C:17]1[CH:24]=[CH:23][C:20]([C:21]#[N:22])=[C:19]([C:25]([F:28])([F:27])[F:26])[CH:18]=1.C(=O)(O)[O-:30].[Na+].ClC1C=CC=C(C(OO)=O)C=1.C(Cl)(Cl)Cl. (3) Given the product [F:25][C:2]([CH3:18])([CH3:17])[CH2:3][O:4][C:5]1[CH:14]=[CH:13][C:8]([C:9]([O:11][CH3:12])=[O:10])=[CH:7][C:6]=1[O:15][CH3:16], predict the reactants needed to synthesize it. The reactants are: O[C:2]([CH3:18])([CH3:17])[CH2:3][O:4][C:5]1[CH:14]=[CH:13][C:8]([C:9]([O:11][CH3:12])=[O:10])=[CH:7][C:6]=1[O:15][CH3:16].COCCN(CCOC)S(F)(F)[F:25].